Dataset: M1 muscarinic receptor agonist screen with 61,833 compounds. Task: Binary Classification. Given a drug SMILES string, predict its activity (active/inactive) in a high-throughput screening assay against a specified biological target. The compound is Clc1c(cc(c2oc(cc2)/C=N/n2cnnc2)cc1)C(OCC)=O. The result is 1 (active).